Dataset: Experimental lipophilicity measurements (octanol/water distribution) for 4,200 compounds from AstraZeneca. Task: Regression/Classification. Given a drug SMILES string, predict its absorption, distribution, metabolism, or excretion properties. Task type varies by dataset: regression for continuous measurements (e.g., permeability, clearance, half-life) or binary classification for categorical outcomes (e.g., BBB penetration, CYP inhibition). For this dataset (lipophilicity_astrazeneca), we predict Y. The molecule is C=CCC1(CC(C)C)C(=O)NC(=O)NC1=O. The Y is 1.48 logD.